This data is from Forward reaction prediction with 1.9M reactions from USPTO patents (1976-2016). The task is: Predict the product of the given reaction. (1) Given the reactants [C:1]1([C:7]2([CH2:12][OH:13])[O:11][CH2:10][CH2:9][O:8]2)[CH:6]=[CH:5][CH:4]=[CH:3][CH:2]=1.[H-].[Na+].[F:16][C:17]([F:31])([F:30])[C:18]1[CH:19]=[C:20]([CH:23]=[C:24]([C:26]([F:29])([F:28])[F:27])[CH:25]=1)[CH2:21]Br.O, predict the reaction product. The product is: [F:16][C:17]([F:30])([F:31])[C:18]1[CH:19]=[C:20]([CH:23]=[C:24]([C:26]([F:29])([F:27])[F:28])[CH:25]=1)[CH2:21][O:13][CH2:12][C:7]1([C:1]2[CH:2]=[CH:3][CH:4]=[CH:5][CH:6]=2)[O:11][CH2:10][CH2:9][O:8]1. (2) Given the reactants [NH2:1][C:2]1[C:7]([Br:8])=[CH:6][C:5]([CH3:9])=[CH:4][N:3]=1.[F:10][C:11]1[CH:16]=[CH:15][C:14](I)=[CH:13][CH:12]=1.CC([O-])(C)C.[Na+], predict the reaction product. The product is: [Br:8][C:7]1[C:2]([NH:1][C:14]2[CH:15]=[CH:16][C:11]([F:10])=[CH:12][CH:13]=2)=[N:3][CH:4]=[C:5]([CH3:9])[CH:6]=1. (3) Given the reactants [CH3:1][C:2]1[CH:7]=CC(S(Cl)(=O)=O)=C[CH:3]=1.N1C=CC=CC=1.[Cl:18][C:19]1[N:27]=[C:26]([Cl:28])[C:25]([F:29])=[CH:24][C:20]=1[C:21]([OH:23])=[O:22].C(=O)([O-])O.[Na+], predict the reaction product. The product is: [Cl:18][C:19]1[N:27]=[C:26]([Cl:28])[C:25]([F:29])=[CH:24][C:20]=1[C:21]([O:23][C:2]([CH3:7])([CH3:3])[CH3:1])=[O:22]. (4) Given the reactants [Cl:1][C:2]1[CH:3]=[C:4]([C:10]2[CH:14]=[CH:13][N:12]([CH2:15][C@@H:16]([NH:18][C:19]([C:21]3[N:22]=[C:23]4[CH2:28][NH:27][CH2:26][CH2:25][N:24]4[CH:29]=3)=[O:20])[CH3:17])[N:11]=2)[CH:5]=[CH:6][C:7]=1[C:8]#[N:9].[CH2:30](N(CC)CC)C.C=O.O.C([BH3-])#N.[Na+], predict the reaction product. The product is: [Cl:1][C:2]1[CH:3]=[C:4]([C:10]2[CH:14]=[CH:13][N:12]([CH2:15][C@@H:16]([NH:18][C:19]([C:21]3[N:22]=[C:23]4[CH2:28][N:27]([CH3:30])[CH2:26][CH2:25][N:24]4[CH:29]=3)=[O:20])[CH3:17])[N:11]=2)[CH:5]=[CH:6][C:7]=1[C:8]#[N:9]. (5) The product is: [NH2:22][C:3]1[N:4]=[C:5]([CH:9]2[CH2:11][CH2:10]2)[N:6]=[C:16]([C:15]([O:18][CH3:19])=[O:17])[C:2]=1[Cl:1]. Given the reactants [Cl:1][C:2]1C(=O)[NH:6][C:5]([CH:9]2[CH2:11][CH2:10]2)=[N:4][C:3]=1C(O)=O.[C:15]([O:18][CH2:19]C)(=[O:17])[CH3:16].C[N:22](C)C=O.S(Cl)(Cl)=O, predict the reaction product. (6) Given the reactants [Br:1][C:2]1[CH2:6][CH2:5][CH2:4][C:3]=1[C:7]1[CH:12]=[C:11](C(F)(F)F)[CH:10]=[CH:9][C:8]=1[O:17][CH3:18].[F:19]C1C=CC(OC)=C(B(O)O)C=1, predict the reaction product. The product is: [Br:1][C:2]1[CH2:6][CH2:5][CH2:4][C:3]=1[C:7]1[CH:12]=[C:11]([F:19])[CH:10]=[CH:9][C:8]=1[O:17][CH3:18]. (7) The product is: [O:1]([C:8]1[CH:13]=[CH:12][C:11]([C:14]([NH:16][NH:17][C:19]([NH:18][C:21]2[CH:31]=[CH:30][C:24]([C:25]([O:27][CH2:28][CH3:29])=[O:26])=[CH:23][CH:22]=2)=[S:20])=[O:15])=[CH:10][CH:9]=1)[C:2]1[CH:3]=[CH:4][CH:5]=[CH:6][CH:7]=1. Given the reactants [O:1]([C:8]1[CH:13]=[CH:12][C:11]([C:14]([NH:16][NH2:17])=[O:15])=[CH:10][CH:9]=1)[C:2]1[CH:7]=[CH:6][CH:5]=[CH:4][CH:3]=1.[N:18]([C:21]1[CH:31]=[CH:30][C:24]([C:25]([O:27][CH2:28][CH3:29])=[O:26])=[CH:23][CH:22]=1)=[C:19]=[S:20], predict the reaction product. (8) Given the reactants [F:1][C:2]1[CH:3]=[C:4]([C:8]2[CH:9]=[CH:10][C:11](/[CH:14]=[CH:15]/[CH:16]3[N:24]4[CH:19]([CH2:20][N:21](C([O-])=O)[CH2:22][CH2:23]4)[CH:18]4[C:28](=[O:33])[N:29]([CH3:32])[C:30](=[O:31])[CH:17]34)=[N:12][CH:13]=2)[CH:5]=[CH:6][CH:7]=1.[F:34][C:35]([F:40])([F:39])[C:36]([OH:38])=[O:37], predict the reaction product. The product is: [F:34][C:35]([F:40])([F:39])[C:36]([OH:38])=[O:37].[F:1][C:2]1[CH:3]=[C:4]([C:8]2[CH:9]=[CH:10][C:11](/[CH:14]=[CH:15]/[CH:16]3[N:24]4[CH:19]([CH2:20][NH:21][CH2:22][CH2:23]4)[CH:18]4[C:28](=[O:33])[N:29]([CH3:32])[C:30](=[O:31])[CH:17]34)=[N:12][CH:13]=2)[CH:5]=[CH:6][CH:7]=1. (9) Given the reactants S(Cl)(Cl)=O.[F:5][C:6]1[CH:7]=[C:8]([CH:12]=[CH:13][C:14]=1[CH3:15])[C:9]([OH:11])=[O:10].[C:16]1(C)C=CC=CC=1, predict the reaction product. The product is: [CH3:16][O:10][C:9](=[O:11])[C:8]1[CH:12]=[CH:13][C:14]([CH3:15])=[C:6]([F:5])[CH:7]=1.